Dataset: Catalyst prediction with 721,799 reactions and 888 catalyst types from USPTO. Task: Predict which catalyst facilitates the given reaction. (1) Reactant: [Br:1][C:2]1[CH:3]=[N:4][CH:5]=[C:6]([Br:11])[C:7]=1[CH:8]([OH:10])[CH3:9].CC(OI1(OC(C)=O)(OC(C)=O)OC(=O)C2C=CC=CC1=2)=O. Product: [Br:11][C:6]1[CH:5]=[N:4][CH:3]=[C:2]([Br:1])[C:7]=1[C:8](=[O:10])[CH3:9]. The catalyst class is: 4. (2) Reactant: [Br:1][C:2]1[C:3]([NH:8][NH:9][C:10](=O)[CH3:11])=[N:4][CH:5]=[CH:6][CH:7]=1.C(O)(=O)C. Product: [Br:1][C:2]1[C:3]2[N:4]([C:10]([CH3:11])=[N:9][N:8]=2)[CH:5]=[CH:6][CH:7]=1. The catalyst class is: 11. (3) Reactant: [Br:1][C:2]1[CH:17]=[CH:16][C:5]2[N:6]=[C:7]([CH2:9][CH:10]3[CH2:15][CH2:14][NH:13][CH2:12][CH2:11]3)[S:8][C:4]=2[CH:3]=1.Cl[C:19]1[N:24]=[CH:23][C:22]([CH2:25][CH2:26][CH3:27])=[CH:21][N:20]=1.C(=O)([O-])[O-].[K+].[K+]. Product: [Br:1][C:2]1[CH:17]=[CH:16][C:5]2[N:6]=[C:7]([CH2:9][CH:10]3[CH2:11][CH2:12][N:13]([C:19]4[N:24]=[CH:23][C:22]([CH2:25][CH2:26][CH3:27])=[CH:21][N:20]=4)[CH2:14][CH2:15]3)[S:8][C:4]=2[CH:3]=1. The catalyst class is: 18. (4) Reactant: [CH2:1]([O:3][C:4](=[O:29])[CH2:5][O:6][CH:7]1[CH2:11][CH2:10][N:9]([CH2:12][CH:13]([N:20]([C:22]([O:24]C(C)(C)C)=O)[CH3:21])[C:14]2[CH:19]=[CH:18][CH:17]=[CH:16][CH:15]=2)[CH2:8]1)[CH3:2].[Cl:30][C:31]1[CH:32]=[C:33]([CH2:38]C(O)=O)[CH:34]=[CH:35][C:36]=1[Cl:37].C(N(C(C)C)CC)(C)C.CN(C(ON1N=NC2C=CC=NC1=2)=[N+](C)C)C.F[P-](F)(F)(F)(F)F. Product: [CH2:1]([O:3][C:4](=[O:29])[CH2:5][O:6][CH:7]1[CH2:11][CH2:10][N:9]([CH2:12][CH:13]([N:20]([C:22](=[O:24])[CH2:38][C:33]2[CH:34]=[CH:35][C:36]([Cl:37])=[C:31]([Cl:30])[CH:32]=2)[CH3:21])[C:14]2[CH:15]=[CH:16][CH:17]=[CH:18][CH:19]=2)[CH2:8]1)[CH3:2]. The catalyst class is: 281.